Dataset: Forward reaction prediction with 1.9M reactions from USPTO patents (1976-2016). Task: Predict the product of the given reaction. (1) Given the reactants [CH2:1]([Li])CCC.[Cl:6][C:7]1[CH:11]=[C:10]([CH:12]=O)[NH:9][C:8]=1[C:14]([O:16][CH3:17])=[O:15], predict the reaction product. The product is: [Cl:6][C:7]1[CH:11]=[C:10]([CH:12]=[CH2:1])[NH:9][C:8]=1[C:14]([O:16][CH3:17])=[O:15]. (2) The product is: [F:13][C:10]1[CH:11]=[CH:12][C:7]([C:4]2[S:5][CH:6]=[C:2]([C:45]3[CH2:46][C@H:47]4[N:42]([CH2:41][CH2:40][CH2:39]4)[CH2:43][CH:44]=3)[C:3]=2[C:14]2[CH:19]=[CH:18][N:17]=[CH:16][CH:15]=2)=[CH:8][CH:9]=1. Given the reactants Br[C:2]1[C:3]([C:14]2[CH:19]=[CH:18][N:17]=[CH:16][CH:15]=2)=[C:4]([C:7]2[CH:12]=[CH:11][C:10]([F:13])=[CH:9][CH:8]=2)[S:5][CH:6]=1.BrC1C(C2C=CN=CC=2)=C(C2C=CC(F)=CC=2)NN=1.[CH2:39]1[C@@H:47]2[N:42]([CH2:43][CH2:44][C:45](=O)[CH2:46]2)[CH2:41][CH2:40]1, predict the reaction product. (3) Given the reactants N[C:2]1[CH:7]=[C:6]([O:8][CH3:9])[CH:5]=[CH:4][C:3]=1[S:10]([NH:13][C:14]1[CH:15]=[CH:16][CH:17]=[C:18]2[C:23]=1[N:22]=[CH:21][CH:20]=[CH:19]2)(=[O:12])=[O:11].C(ON=O)(C)(C)C, predict the reaction product. The product is: [CH3:9][O:8][C:6]1[CH:5]=[C:4]2[C:3]([S:10](=[O:12])(=[O:11])[NH:13][C:14]3[C:15]2=[CH:16][CH:17]=[C:18]2[C:23]=3[N:22]=[CH:21][CH:20]=[CH:19]2)=[CH:2][CH:7]=1. (4) Given the reactants [F:1][C:2]1[CH:38]=[CH:37][C:5]([O:6][C:7]2[CH:12]=[CH:11][C:10]([NH:13][C:14]([NH:16][C:17]3[CH:22]=[CH:21][C:20]([O:23][C:24]4[CH:29]=[CH:28][N:27]=[C:26]5[NH:30][N:31]=[CH:32][C:25]=45)=[CH:19][CH:18]=3)=[O:15])=[CH:9][C:8]=2[C:33]([F:36])([F:35])[F:34])=[CH:4][CH:3]=1.CC[C:41]([C:43](Cl)=[O:44])=[O:42], predict the reaction product. The product is: [F:1][C:2]1[CH:3]=[CH:4][C:5]([O:6][C:7]2[CH:12]=[CH:11][C:10]([N:13]3[C:41](=[O:42])[C:43](=[O:44])[N:16]([C:17]4[CH:18]=[CH:19][C:20]([O:23][C:24]5[CH:29]=[CH:28][N:27]=[C:26]6[NH:30][N:31]=[CH:32][C:25]=56)=[CH:21][CH:22]=4)[C:14]3=[O:15])=[CH:9][C:8]=2[C:33]([F:35])([F:36])[F:34])=[CH:37][CH:38]=1. (5) The product is: [N+:1]([C:4]1[CH:9]=[CH:8][C:7]([O:10][CH2:18][C:19]([O:21][C:22]([CH3:25])([CH3:24])[CH3:23])=[O:20])=[CH:6][CH:5]=1)([O-:3])=[O:2]. Given the reactants [N+:1]([C:4]1[CH:9]=[CH:8][C:7]([OH:10])=[CH:6][CH:5]=1)([O-:3])=[O:2].C([O-])([O-])=O.[K+].[K+].Br[CH2:18][C:19]([O:21][C:22]([CH3:25])([CH3:24])[CH3:23])=[O:20].O, predict the reaction product. (6) Given the reactants [CH3:1][N:2]1[C:6]2[CH:7]=[CH:8][C:9]([C:11]([OH:13])=O)=[CH:10][C:5]=2[N:4]=[C:3]1[NH:14][C:15]1[S:16][C:17]2[CH:23]=[C:22]([O:24][C:25]([F:28])([F:27])[F:26])[CH:21]=[CH:20][C:18]=2[N:19]=1.Cl.[NH2:30][CH2:31][C@H:32]1[CH2:37][CH2:36][C@H:35]([OH:38])[CH2:34][CH2:33]1.CN(C(ON1N=NC2C=CC=CC1=2)=[N+](C)C)C.F[P-](F)(F)(F)(F)F.CCN(C(C)C)C(C)C, predict the reaction product. The product is: [OH:38][C@H:35]1[CH2:36][CH2:37][C@H:32]([CH2:31][NH:30][C:11]([C:9]2[CH:8]=[CH:7][C:6]3[N:2]([CH3:1])[C:3]([NH:14][C:15]4[S:16][C:17]5[CH:23]=[C:22]([O:24][C:25]([F:27])([F:26])[F:28])[CH:21]=[CH:20][C:18]=5[N:19]=4)=[N:4][C:5]=3[CH:10]=2)=[O:13])[CH2:33][CH2:34]1. (7) Given the reactants [N+:1]([C:4]1[C:8]2=[N:9][CH:10]=[CH:11][CH:12]=[C:7]2[NH:6][CH:5]=1)([O-:3])=[O:2].C([O-])([O-])=O.[K+].[K+].Cl[CH2:20][C:21]1[C:26]([CH3:27])=[C:25]([O:28][CH3:29])[N:24]=[CH:23][N:22]=1.O, predict the reaction product. The product is: [CH3:29][O:28][C:25]1[N:24]=[CH:23][N:22]=[C:21]([CH2:20][N:6]2[C:7]3[C:8](=[N:9][CH:10]=[CH:11][CH:12]=3)[C:4]([N+:1]([O-:3])=[O:2])=[CH:5]2)[C:26]=1[CH3:27].